Dataset: Reaction yield outcomes from USPTO patents with 853,638 reactions. Task: Predict the reaction yield, written as a fraction of the theoretical maximum amount of product (1.0 means a 100% yield; for example, 0.34 means a 34% yield). (1) The reactants are [F:1][C:2]1[CH:7]=[CH:6][C:5]([F:8])=[CH:4][C:3]=1[C:9]1[N:13]=[C:12]([C@H:14]([NH:19][CH2:20][C@H:21]2[C@@H:25]([F:26])[CH2:24][N:23]([C:27]([O:29][CH2:30][C:31]3[CH:36]=[CH:35][CH:34]=[CH:33][CH:32]=3)=[O:28])[CH2:22]2)[C:15]([CH3:18])([CH3:17])[CH3:16])[N:11]([CH2:37][C:38]2[CH:43]=[CH:42][CH:41]=[C:40](F)[CH:39]=2)[N:10]=1.C(N(CC)CC)C.C(Cl)(Cl)=[O:53].C1(C)C=CC=CC=1.C(N1C([C@H:75]([N:80]([CH2:84][C@H:85]2[C@@H:89](F)CN(C(OCC3C=CC=CC=3)=O)C2)[C:81](Cl)=[O:82])[C:76](C)(C)[CH3:77])=NC(C2C=C(F)C=CC=2F)=N1)C1C=CC=CC=1.CC1OC(C)CNC1. The catalyst is ClCCl. The product is [CH2:37]([N:11]1[C:12]([C@H:14]([N:19]([CH2:20][C@H:21]2[C@@H:25]([F:26])[CH2:24][N:23]([C:27]([O:29][CH2:30][C:31]3[CH:36]=[CH:35][CH:34]=[CH:33][CH:32]=3)=[O:28])[CH2:22]2)[C:81]([N:80]2[CH2:84][C@@H:85]([CH3:89])[O:53][C@@H:76]([CH3:77])[CH2:75]2)=[O:82])[C:15]([CH3:18])([CH3:16])[CH3:17])=[N:13][C:9]([C:3]2[CH:4]=[C:5]([F:8])[CH:6]=[CH:7][C:2]=2[F:1])=[N:10]1)[C:38]1[CH:39]=[CH:40][CH:41]=[CH:42][CH:43]=1. The yield is 0.667. (2) The reactants are Br[C:2]1[CH:3]=[C:4]([C:15]([F:18])([F:17])[F:16])[C:5]2[N:6]([C:8]([Cl:14])=[C:9]([C:11]([OH:13])=[O:12])[N:10]=2)[CH:7]=1.[CH3:19][C:20]([O:23][C:24]([N:26]1[CH:30]=[CH:29][CH:28]=[C:27]1B(O)O)=[O:25])([CH3:22])[CH3:21].P([O-])([O-])([O-])=O.[K+].[K+].[K+].[C:42](#N)C. The catalyst is O.C1C=CC(P(C2C=CC=CC=2)[C-]2C=CC=C2)=CC=1.C1C=CC(P(C2C=CC=CC=2)[C-]2C=CC=C2)=CC=1.Cl[Pd]Cl.[Fe+2].C(Cl)Cl. The product is [Cl:14][C:8]1[N:6]2[CH:7]=[C:2]([C:27]3[N:26]([C:24]([O:23][C:20]([CH3:22])([CH3:21])[CH3:19])=[O:25])[CH:30]=[CH:29][CH:28]=3)[CH:3]=[C:4]([C:15]([F:18])([F:17])[F:16])[C:5]2=[N:10][C:9]=1[C:11]([O:13][CH3:42])=[O:12]. The yield is 0.680. (3) The reactants are [Br:1][C:2]1[CH:3]=[N:4][CH:5]=[C:6]([O:8][CH2:9][CH3:10])[CH:7]=1.C1C=C(Cl)C=C(C(OO)=[O:19])C=1. The product is [Br:1][C:2]1[CH:3]=[N+:4]([O-:19])[CH:5]=[C:6]([O:8][CH2:9][CH3:10])[CH:7]=1. The catalyst is C(Cl)Cl. The yield is 0.629. (4) The reactants are [C:1]1([C:7]2[CH:15]=[CH:14][CH:13]=[C:12]3[C:8]=2[C:9]2[CH:19]=[CH:18][CH:17]=[N:16][C:10]=2[NH:11]3)[CH:6]=[CH:5][CH:4]=[CH:3][CH:2]=1.[CH:20]1([NH:23][S:24](C2C=C(B(O)O)C=CC=2)(=[O:26])=[O:25])[CH2:22][CH2:21]1. No catalyst specified. The product is [CH:20]1([NH:23][S:24]([C:5]2[CH:4]=[CH:3][CH:2]=[C:1]([C:7]3[CH:15]=[CH:14][CH:13]=[C:12]4[C:8]=3[C:9]3[CH:19]=[CH:18][CH:17]=[N:16][C:10]=3[NH:11]4)[CH:6]=2)(=[O:26])=[O:25])[CH2:22][CH2:21]1. The yield is 0.190. (5) The reactants are Cl.[F:2][C:3]1[CH:4]=[CH:5][C:6]2[N:10]=[C:9]([CH2:11][NH2:12])[N:8]([C:13]3[CH:18]=[CH:17][CH:16]=[CH:15][CH:14]=3)[C:7]=2[CH:19]=1.[NH2:20][C:21]1[C:26]([C:27]#[N:28])=[C:25](Cl)[N:24]=[CH:23][N:22]=1.C(N(CC)CC)C. The catalyst is C(O)(C)C. The product is [NH2:20][C:21]1[C:26]([C:27]#[N:28])=[C:25]([NH:12][CH2:11][C:9]2[N:8]([C:13]3[CH:18]=[CH:17][CH:16]=[CH:15][CH:14]=3)[C:7]3[CH:19]=[C:3]([F:2])[CH:4]=[CH:5][C:6]=3[N:10]=2)[N:24]=[CH:23][N:22]=1. The yield is 0.690. (6) The reactants are [CH3:1][C:2]1([CH3:20])[CH2:6][C:5]2[C:7]([CH3:19])=[C:8]([N:13]3[CH2:18][CH2:17][NH:16][CH2:15][CH2:14]3)[C:9]([CH3:12])=[C:10]([CH3:11])[C:4]=2[O:3]1.Br[C:22]1[CH:27]=[CH:26][C:25]([Cl:28])=[C:24]([O:29][CH3:30])[CH:23]=1. No catalyst specified. The product is [Cl:28][C:25]1[CH:26]=[CH:27][C:22]([N:16]2[CH2:15][CH2:14][N:13]([C:8]3[C:9]([CH3:12])=[C:10]([CH3:11])[C:4]4[O:3][C:2]([CH3:20])([CH3:1])[CH2:6][C:5]=4[C:7]=3[CH3:19])[CH2:18][CH2:17]2)=[CH:23][C:24]=1[O:29][CH3:30]. The yield is 0.240. (7) The reactants are [CH3:22][C:17]1[CH:18]=[CH:19][CH:20]=[CH:21][C:16]=1P([C:16]1[CH:21]=[CH:20][CH:19]=[CH:18][C:17]=1[CH3:22])[C:16]1[CH:21]=[CH:20][CH:19]=[CH:18][C:17]=1[CH3:22].C(N(CC)C(C)C)(C)C.[O:32]1[CH:36]=[CH:35][CH2:34][CH2:33]1.C(OCC)(=[O:39])C. The catalyst is C1(C)C=CC=CC=1.CCCCCC.C1C=CC(/C=C/C(/C=C/C2C=CC=CC=2)=O)=CC=1.C1C=CC(/C=C/C(/C=C/C2C=CC=CC=2)=O)=CC=1.C1C=CC(/C=C/C(/C=C/C2C=CC=CC=2)=O)=CC=1.[Pd].[Pd]. The product is [O:32]1[CH:33]=[CH:34][CH2:35][CH:36]1[C:19]1[CH:18]=[C:17]([CH:16]=[CH:21][CH:20]=1)[CH:22]=[O:39]. The yield is 0.620.